This data is from Forward reaction prediction with 1.9M reactions from USPTO patents (1976-2016). The task is: Predict the product of the given reaction. (1) Given the reactants [NH2:1][C:2]1[CH:7]=[CH:6][C:5]([C:8]2[NH:12][C:11]([C@H:13]3[N:21]4[C:16](=[CH:17][C:18]([C:23]5[CH:28]=[C:27]([Cl:29])[CH:26]=[CH:25][C:24]=5[N:30]5[CH:34]=[N:33][N:32]=[N:31]5)=[CH:19][C:20]4=[O:22])[CH2:15][CH2:14]3)=[N:10][CH:9]=2)=[CH:4][CH:3]=1.[CH3:35][O:36][N:37]([CH3:41])[C:38](Cl)=[O:39], predict the reaction product. The product is: [CH:20]([OH:22])=[O:36].[Cl:29][C:27]1[CH:26]=[CH:25][C:24]([N:30]2[CH:34]=[N:33][N:32]=[N:31]2)=[C:23]([C:18]2[CH:17]=[C:16]3[N:21]([C@H:13]([C:11]4[NH:12][C:8]([C:5]5[CH:4]=[CH:3][C:2]([NH:1][C:38](=[O:39])[N:37]([O:36][CH3:35])[CH3:41])=[CH:7][CH:6]=5)=[CH:9][N:10]=4)[CH2:14][CH2:15]3)[C:20](=[O:22])[CH:19]=2)[CH:28]=1. (2) Given the reactants Br[C:2]1[CH:3]=[C:4]([NH2:9])[C:5]([NH2:8])=[CH:6][CH:7]=1.[F:10][C:11]([F:22])([F:21])[C:12]1[CH:17]=[CH:16][C:15](B(O)O)=[CH:14][CH:13]=1.C(=O)([O-])[O-].[K+].[K+].CN(C)C=O, predict the reaction product. The product is: [F:10][C:11]([F:22])([F:21])[C:12]1[CH:17]=[CH:16][C:15]([C:2]2[CH:7]=[CH:6][C:5]([NH2:8])=[C:4]([NH2:9])[CH:3]=2)=[CH:14][CH:13]=1.